This data is from NCI-60 drug combinations with 297,098 pairs across 59 cell lines. The task is: Regression. Given two drug SMILES strings and cell line genomic features, predict the synergy score measuring deviation from expected non-interaction effect. Drug 1: CNC(=O)C1=CC=CC=C1SC2=CC3=C(C=C2)C(=NN3)C=CC4=CC=CC=N4. Drug 2: CN1C(=O)N2C=NC(=C2N=N1)C(=O)N. Cell line: SNB-19. Synergy scores: CSS=-1.22, Synergy_ZIP=0.658, Synergy_Bliss=-0.390, Synergy_Loewe=-4.90, Synergy_HSA=-2.34.